Dataset: Forward reaction prediction with 1.9M reactions from USPTO patents (1976-2016). Task: Predict the product of the given reaction. (1) Given the reactants [C:1]([C:4]12[CH2:13][CH:8]3[CH2:9][CH:10]([CH2:12][CH:6]([N:7]3C(OC(C)(C)C)=O)[CH2:5]1)[CH2:11]2)(=[O:3])[NH2:2].C(OC(=O)C(F)(F)F)(=O)C, predict the reaction product. The product is: [CH:6]12[CH2:5][C:4]3([C:1]([NH2:2])=[O:3])[CH2:11][CH:10]([CH2:9][CH:8]([CH2:13]3)[NH:7]1)[CH2:12]2. (2) The product is: [Cl:1][C:2]1[CH:27]=[C:26]([Cl:28])[CH:25]=[CH:24][C:3]=1[O:4][C:5]1[CH:10]=[CH:9][CH:8]=[CH:7][C:6]=1[NH:11][S:12]([C:15]1[CH:16]=[CH:17][C:18]([C:19]([N:40]2[CH2:41][CH2:42][N:37]([CH2:36][CH2:35][C:30]3[CH:31]=[CH:32][CH:33]=[CH:34][N:29]=3)[CH2:38][CH2:39]2)=[O:21])=[CH:22][CH:23]=1)(=[O:14])=[O:13]. Given the reactants [Cl:1][C:2]1[CH:27]=[C:26]([Cl:28])[CH:25]=[CH:24][C:3]=1[O:4][C:5]1[CH:10]=[CH:9][CH:8]=[CH:7][C:6]=1[NH:11][S:12]([C:15]1[CH:23]=[CH:22][C:18]([C:19]([OH:21])=O)=[CH:17][CH:16]=1)(=[O:14])=[O:13].[N:29]1[CH:34]=[CH:33][CH:32]=[CH:31][C:30]=1[CH2:35][CH2:36][N:37]1[CH2:42][CH2:41][NH:40][CH2:39][CH2:38]1, predict the reaction product. (3) Given the reactants [Cl:1][C:2]1[N:7]=[CH:6][N:5]=[C:4]([C:8](Cl)=[O:9])[CH:3]=1.CCN(C(C)C)C(C)C.[NH:20]1[CH:28]2[CH:23]([CH2:24][CH2:25][CH2:26][CH2:27]2)[CH2:22][CH2:21]1, predict the reaction product. The product is: [Cl:1][C:2]1[N:7]=[CH:6][N:5]=[C:4]([C:8]([N:20]2[CH:28]3[CH:23]([CH2:24][CH2:25][CH2:26][CH2:27]3)[CH2:22][CH2:21]2)=[O:9])[CH:3]=1. (4) Given the reactants [O:1]1[C:5]2[CH:6]=[CH:7][CH:8]=[CH:9][C:4]=2[CH:3]=[C:2]1[C:10]1[CH:15]=[CH:14][CH:13]=[CH:12][C:11]=1[C:16]1[N:20]([CH3:21])[N:19]=[C:18]([C:22]([OH:24])=O)[CH:17]=1.[N:25]1([CH2:32][CH2:33][OH:34])[CH2:31][CH2:30][CH2:29][NH:28][CH2:27][CH2:26]1, predict the reaction product. The product is: [O:1]1[C:5]2[CH:6]=[CH:7][CH:8]=[CH:9][C:4]=2[CH:3]=[C:2]1[C:10]1[CH:15]=[CH:14][CH:13]=[CH:12][C:11]=1[C:16]1[N:20]([CH3:21])[N:19]=[C:18]([C:22]([N:28]2[CH2:29][CH2:30][CH2:31][N:25]([CH2:32][CH2:33][OH:34])[CH2:26][CH2:27]2)=[O:24])[CH:17]=1. (5) Given the reactants [OH:1][C:2]1[CH:3]=[C:4]([C:8]2([CH2:14][CH2:15][CH3:16])[CH2:13][CH2:12][NH:11][CH2:10][CH2:9]2)[CH:5]=[CH:6][CH:7]=1.C(=O)([O-])O.[Na+].Br[CH2:23][CH2:24][CH2:25][CH2:26][CH2:27][CH3:28], predict the reaction product. The product is: [NH3:11].[CH2:23]([N:11]1[CH2:12][CH2:13][C:8]([C:4]2[CH:5]=[CH:6][CH:7]=[C:2]([OH:1])[CH:3]=2)([CH2:14][CH2:15][CH3:16])[CH2:9][CH2:10]1)[CH2:24][CH2:25][CH2:26][CH2:27][CH3:28].